From a dataset of Full USPTO retrosynthesis dataset with 1.9M reactions from patents (1976-2016). Predict the reactants needed to synthesize the given product. (1) Given the product [CH2:32]([C:34]1[C:39](=[O:40])[N:38]2[N:41]=[CH:42][C:43]([C:44]([NH:46][NH:47][C:7](=[O:9])[C:2]3[CH:3]=[CH:4][CH:5]=[CH:6][N:1]=3)=[O:45])=[C:37]2[NH:36][C:35]=1[CH3:48])[CH3:33], predict the reactants needed to synthesize it. The reactants are: [N:1]1[CH:6]=[CH:5][CH:4]=[CH:3][C:2]=1[C:7]([OH:9])=O.Cl.CN(C)CCCN=C=NCC.ON1C2C=CC=CC=2N=N1.[CH2:32]([C:34]1[C:39](=[O:40])[N:38]2[N:41]=[CH:42][C:43]([C:44]([NH:46][NH2:47])=[O:45])=[C:37]2[NH:36][C:35]=1[CH3:48])[CH3:33]. (2) Given the product [CH2:1]([NH:8][C:9]1[N:10]=[N:11][CH:12]=[CH:13][C:14]=1[C:15]([N:53]1[C:54]2[C:50](=[CH:49][C:48]([Cl:47])=[CH:56][CH:55]=2)[CH2:51][CH2:52]1)=[O:17])[C:2]1[CH:3]=[CH:4][CH:5]=[CH:6][CH:7]=1, predict the reactants needed to synthesize it. The reactants are: [CH2:1]([NH:8][C:9]1[N:10]=[N:11][CH:12]=[CH:13][C:14]=1[C:15]([OH:17])=O)[C:2]1[CH:7]=[CH:6][CH:5]=[CH:4][CH:3]=1.F[B-](F)(F)F.N1(OC(N(C)C)=[N+](C)C)C2C=CC=CC=2N=N1.C(N(CC)CC)C.[Cl:47][C:48]1[CH:49]=[C:50]2[C:54](=[CH:55][CH:56]=1)[NH:53][CH2:52][CH2:51]2. (3) Given the product [CH3:1][O:2][C:3](=[O:16])[CH2:4][CH2:5][NH:6][C:7](=[O:15])[C:8]1[CH:9]=[CH:10][C:11]([O:14][CH:24]([C:21]2[CH:22]=[CH:23][C:18]([Br:17])=[C:19]([CH3:32])[CH:20]=2)[CH2:25][CH2:26][CH2:27][CH:28]([CH3:30])[CH3:29])=[CH:12][CH:13]=1, predict the reactants needed to synthesize it. The reactants are: [CH3:1][O:2][C:3](=[O:16])[CH2:4][CH2:5][NH:6][C:7](=[O:15])[C:8]1[CH:13]=[CH:12][C:11]([OH:14])=[CH:10][CH:9]=1.[Br:17][C:18]1[CH:23]=[CH:22][C:21]([CH:24](O)[CH2:25][CH2:26][CH2:27][CH:28]([CH3:30])[CH3:29])=[CH:20][C:19]=1[CH3:32].C(P(CCCC)CCCC)CCC.N(C(N1CCCCC1)=O)=NC(N1CCCCC1)=O. (4) Given the product [C:1]([O:5][C:6]([CH2:8][CH2:9][NH:10][CH:11]([CH3:16])[C:12]([OH:14])=[O:13])=[O:7])([CH3:4])([CH3:2])[CH3:3], predict the reactants needed to synthesize it. The reactants are: [C:1]([O:5][C:6]([CH2:8][CH2:9][NH:10][CH:11]([CH3:16])[C:12]([O:14]C)=[O:13])=[O:7])([CH3:4])([CH3:3])[CH3:2].[OH-].[K+]. (5) Given the product [O:1]([CH2:2][CH2:3][C:4]1([CH2:10][CH2:11][OH:12])[CH2:5][CH2:6][CH2:7][CH2:8][CH2:9]1)[Si:24]([C:20]([CH3:23])([CH3:22])[CH3:21])([C:32]1[CH:33]=[CH:34][CH:35]=[CH:36][CH:37]=1)[C:26]1[CH:31]=[CH:30][CH:29]=[CH:28][CH:27]=1, predict the reactants needed to synthesize it. The reactants are: [OH:1][CH2:2][CH2:3][C:4]1([CH2:10][CH2:11][OH:12])[CH2:9][CH2:8][CH2:7][CH2:6][CH2:5]1.C(N(CC)CC)C.[C:20]([Si:24]([C:32]1[CH:37]=[CH:36][CH:35]=[CH:34][CH:33]=1)([C:26]1[CH:31]=[CH:30][CH:29]=[CH:28][CH:27]=1)Cl)([CH3:23])([CH3:22])[CH3:21].C(Cl)(Cl)Cl. (6) Given the product [NH:15]1[CH2:16][CH2:17][CH:12]([C:8]2[CH:7]=[C:6]([NH:5][C:1](=[O:4])[CH2:2][CH3:3])[CH:11]=[CH:10][CH:9]=2)[CH2:13][CH2:14]1, predict the reactants needed to synthesize it. The reactants are: [C:1]([NH:5][C:6]1[CH:7]=[C:8]([CH:12]2[CH2:17][CH2:16][N:15](C(OC(C)(C)C)=O)[CH2:14][CH2:13]2)[CH:9]=[CH:10][CH:11]=1)(=[O:4])[CH2:2][CH3:3].Cl. (7) Given the product [CH2:1]([N:8]1[C:12]([Br:15])=[N:11][N:10]=[N:9]1)[C:2]1[CH:3]=[CH:4][CH:5]=[CH:6][CH:7]=1, predict the reactants needed to synthesize it. The reactants are: [CH2:1]([N:8]1[CH:12]=[N:11][N:10]=[N:9]1)[C:2]1[CH:7]=[CH:6][CH:5]=[CH:4][CH:3]=1.[OH-].[Na+].[Br:15]Br.